From a dataset of Full USPTO retrosynthesis dataset with 1.9M reactions from patents (1976-2016). Predict the reactants needed to synthesize the given product. Given the product [CH2:19]([N:26]1[CH2:31][CH2:30][N:29]([CH:8]([C:14]([O:16][CH2:17][CH3:18])=[O:15])[C:9]([O:11][CH2:12][CH3:13])=[O:10])[CH2:28][CH2:27]1)[C:20]1[CH:21]=[CH:22][CH:23]=[CH:24][CH:25]=1, predict the reactants needed to synthesize it. The reactants are: C(=O)([O-])[O-].[K+].[K+].Br[CH:8]([C:14]([O:16][CH2:17][CH3:18])=[O:15])[C:9]([O:11][CH2:12][CH3:13])=[O:10].[CH2:19]([N:26]1[CH2:31][CH2:30][NH:29][CH2:28][CH2:27]1)[C:20]1[CH:25]=[CH:24][CH:23]=[CH:22][CH:21]=1.